This data is from Reaction yield outcomes from USPTO patents with 853,638 reactions. The task is: Predict the reaction yield, written as a fraction of the theoretical maximum amount of product (1.0 means a 100% yield; for example, 0.34 means a 34% yield). (1) The reactants are [NH:1]1[CH:5]=[CH:4][CH:3]=[N:2]1.C([O-])([O-])=O.[Cs+].[Cs+].[C@@H]1(N)CCCC[C@H]1N.CCCCCCCCCCCC.Br[C:33]1[CH:34]=[C:35]([CH2:39][C:40]([OH:42])=[O:41])[CH:36]=[CH:37][CH:38]=1.[OH-].[Na+]. The catalyst is O1CCOCC1.[Cu]I. The product is [N:1]1([C:33]2[CH:34]=[C:35]([CH2:39][C:40]([OH:42])=[O:41])[CH:36]=[CH:37][CH:38]=2)[CH:5]=[CH:4][CH:3]=[N:2]1. The yield is 0.650. (2) The reactants are [N:1]1[CH:6]=[CH:5][CH:4]=[C:3]2/[C:7](=[N:10]\O)/[CH2:8][CH2:9][C:2]=12.[BH4-].[Na+]. The yield is 0.680. The product is [N:1]1[CH:6]=[CH:5][CH:4]=[C:3]2[CH:7]([NH2:10])[CH2:8][CH2:9][C:2]=12. The catalyst is CO.O.O.O.O.O.O.[Ni](Cl)Cl. (3) The reactants are [C:1]([NH:4][C:5]1[S:6][C:7]([C:11]2[CH:12]=[C:13]([S:17](Cl)(=[O:19])=[O:18])[S:14][C:15]=2[Br:16])=[C:8]([CH3:10])[N:9]=1)(=[O:3])[CH3:2].C(N(CC)CC)C.CC1(C)[O:33][CH:32]([CH2:34][NH2:35])[CH2:31][O:30]1. The catalyst is C(Cl)Cl. The product is [Br:16][C:15]1[S:14][C:13]([S:17](=[O:19])(=[O:18])[NH:35][CH2:34][CH:32]([OH:33])[CH2:31][OH:30])=[CH:12][C:11]=1[C:7]1[S:6][C:5]([NH:4][C:1](=[O:3])[CH3:2])=[N:9][C:8]=1[CH3:10]. The yield is 0.940.